Dataset: Peptide-MHC class I binding affinity with 185,985 pairs from IEDB/IMGT. Task: Regression. Given a peptide amino acid sequence and an MHC pseudo amino acid sequence, predict their binding affinity value. This is MHC class I binding data. (1) The peptide sequence is VTFWGFWLF. The MHC is HLA-A02:03 with pseudo-sequence HLA-A02:03. The binding affinity (normalized) is 0.0847. (2) The peptide sequence is FPHKYAAAF. The MHC is Mamu-A2201 with pseudo-sequence Mamu-A2201. The binding affinity (normalized) is 0.819. (3) The peptide sequence is NAKVGDDVK. The MHC is HLA-A31:01 with pseudo-sequence HLA-A31:01. The binding affinity (normalized) is 0.148. (4) The peptide sequence is DEAGPLEEEL. The MHC is Patr-B2401 with pseudo-sequence Patr-B2401. The binding affinity (normalized) is 0. (5) The peptide sequence is VTAASPMLY. The MHC is HLA-B15:01 with pseudo-sequence HLA-B15:01. The binding affinity (normalized) is 0.224. (6) The peptide sequence is DTSECPNERR. The MHC is HLA-A68:01 with pseudo-sequence HLA-A68:01. The binding affinity (normalized) is 0.554. (7) The peptide sequence is FISPASISSV. The MHC is HLA-A02:03 with pseudo-sequence HLA-A02:03. The binding affinity (normalized) is 1.00.